From a dataset of Reaction yield outcomes from USPTO patents with 853,638 reactions. Predict the reaction yield, written as a fraction of the theoretical maximum amount of product (1.0 means a 100% yield; for example, 0.34 means a 34% yield). The reactants are C([NH:5][S:6]([C:9]1[S:10][C:11]([C:14]2[CH:19]=[C:18]([C:20]3[N:25]=[C:24]([C:26]4[CH:31]=[CH:30][C:29]([Cl:32])=[C:28]([Cl:33])[CH:27]=4)[CH:23]=[C:22]([C:34]([F:37])([F:36])[F:35])[N:21]=3)[CH:17]=[CH:16][N:15]=2)=[CH:12][CH:13]=1)(=[O:8])=[O:7])(C)(C)C.C(O)(C(F)(F)F)=O. The catalyst is ClCCl. The product is [Cl:33][C:28]1[CH:27]=[C:26]([C:24]2[CH:23]=[C:22]([C:34]([F:35])([F:36])[F:37])[N:21]=[C:20]([C:18]3[CH:17]=[CH:16][N:15]=[C:14]([C:11]4[S:10][C:9]([S:6]([NH2:5])(=[O:7])=[O:8])=[CH:13][CH:12]=4)[CH:19]=3)[N:25]=2)[CH:31]=[CH:30][C:29]=1[Cl:32]. The yield is 0.380.